Dataset: Full USPTO retrosynthesis dataset with 1.9M reactions from patents (1976-2016). Task: Predict the reactants needed to synthesize the given product. (1) Given the product [CH3:13][O:12][N:14]=[CH:9][CH2:8][C:5]1[CH:4]=[CH:3][C:2]([F:1])=[CH:7][CH:6]=1, predict the reactants needed to synthesize it. The reactants are: [F:1][C:2]1[CH:7]=[CH:6][C:5]([CH2:8][CH:9]=O)=[CH:4][CH:3]=1.Cl.[O:12]([NH2:14])[CH3:13]. (2) Given the product [CH3:1][C:2]1[CH:7]=[C:6]([O:8][CH2:9][C:10]2[N:11]=[C:12](/[CH:15]=[CH:16]/[C:17]3[CH:18]=[CH:19][C:20]([O:23][C:24]([F:25])([F:26])[F:27])=[CH:21][CH:22]=3)[O:13][CH:14]=2)[CH:5]=[CH:4][C:3]=1[CH2:28][CH2:29][CH2:30][CH2:31][C:32]1[N:33]=[N:34][NH:35][CH:36]=1, predict the reactants needed to synthesize it. The reactants are: [CH3:1][C:2]1[CH:7]=[C:6]([O:8][CH2:9][C:10]2[N:11]=[C:12](/[CH:15]=[CH:16]/[C:17]3[CH:22]=[CH:21][C:20]([O:23][C:24]([F:27])([F:26])[F:25])=[CH:19][CH:18]=3)[O:13][CH:14]=2)[CH:5]=[CH:4][C:3]=1[CH2:28][CH2:29][CH2:30][CH2:31][C:32]1[N:33]=[N:34][N:35](C(C2C=CC=CC=2)(C2C=CC=CC=2)C2C=CC=CC=2)[CH:36]=1.C(O)=O.C1COCC1.[OH-].[Na+]. (3) Given the product [CH:28]1([NH:27][C:26]([C@@H:21]2[CH2:22][C@H:23]([OH:25])[CH2:24][N:20]2[C:18](=[O:19])[CH2:17][O:16][C:14]2[C:13]3[C:8](=[CH:9][C:10]([CH3:33])=[CH:11][CH:12]=3)[N:7]=[C:6]([C:4]([OH:5])=[O:3])[CH:15]=2)=[O:32])[CH2:29][CH2:30][CH2:31]1, predict the reactants needed to synthesize it. The reactants are: C([O:3][C:4]([C:6]1[CH:15]=[C:14]([O:16][CH2:17][C:18]([N:20]2[CH2:24][C@@H:23]([OH:25])[CH2:22][C@H:21]2[C:26](=[O:32])[NH:27][CH:28]2[CH2:31][CH2:30][CH2:29]2)=[O:19])[C:13]2[C:8](=[CH:9][C:10]([CH3:33])=[CH:11][CH:12]=2)[N:7]=1)=[O:5])C.[OH-].[Na+].Cl.